From a dataset of Full USPTO retrosynthesis dataset with 1.9M reactions from patents (1976-2016). Predict the reactants needed to synthesize the given product. Given the product [ClH:42].[NH2:45]/[C:48](=[N:40]\[OH:41])/[C:49]1[CH:13]=[CH:12][C:11]([C:9]#[C:10][CH2:11][CH2:12][CH2:13][C:14]([N:16]2[CH2:17][CH2:18][N:19]([C:22]3[CH:27]=[CH:26][C:25]([N:28]4[CH2:32][C@H:31]([CH2:33][NH:34][C:35](=[O:37])[CH3:36])[O:30][C:29]4=[O:38])=[CH:24][C:23]=3[F:39])[CH2:20][CH2:21]2)=[O:15])=[CH:10][CH:9]=1, predict the reactants needed to synthesize it. The reactants are: C(C1C=C([C:9]#[C:10][CH2:11][CH2:12][CH2:13][C:14]([N:16]2[CH2:21][CH2:20][N:19]([C:22]3[CH:27]=[CH:26][C:25]([N:28]4[CH2:32][C@H:31]([CH2:33][NH:34][C:35](=[O:37])[CH3:36])[O:30][C:29]4=[O:38])=[CH:24][C:23]=3[F:39])[CH2:18][CH2:17]2)=[O:15])C=CC=1)#N.[NH2:40][OH:41].[ClH:42].CC[N:45]([CH2:48][CH3:49])CC.